From a dataset of Forward reaction prediction with 1.9M reactions from USPTO patents (1976-2016). Predict the product of the given reaction. (1) Given the reactants Br[C:2]1[C:10]2[N:9]3[CH2:11][CH2:12][NH:13][C:14](=[O:15])[C:8]3=[C:7]([CH3:16])[C:6]=2[CH:5]=[C:4]([C:17]#[N:18])[CH:3]=1.[N:19]1[CH:24]=[CH:23][CH:22]=[C:21](B(O)O)[CH:20]=1, predict the reaction product. The product is: [CH3:16][C:7]1[C:6]2[CH:5]=[C:4]([C:17]#[N:18])[CH:3]=[C:2]([C:21]3[CH:20]=[N:19][CH:24]=[CH:23][CH:22]=3)[C:10]=2[N:9]2[CH2:11][CH2:12][NH:13][C:14](=[O:15])[C:8]=12. (2) Given the reactants [OH:1][C:2]1[CH:9]=[CH:8][C:5]([CH:6]=[O:7])=[CH:4][CH:3]=1.Br[CH2:11][CH:12]1[CH2:16][CH2:15][CH2:14][O:13]1.[I-].[Na+], predict the reaction product. The product is: [O:13]1[CH2:14][CH2:15][CH2:16][CH:12]1[CH2:11][O:1][C:2]1[CH:9]=[CH:8][C:5]([CH:6]=[O:7])=[CH:4][CH:3]=1.